Dataset: Forward reaction prediction with 1.9M reactions from USPTO patents (1976-2016). Task: Predict the product of the given reaction. The product is: [NH2:31][C:25]1[C:20]2[N:21]([C:17]([C@H:15]3[CH2:16][N:11]([C:9]([O:8][CH2:1][C:2]4[CH:7]=[CH:6][CH:5]=[CH:4][CH:3]=4)=[O:10])[C@H:12]([CH2:28][O:29][CH3:30])[CH2:13][CH2:14]3)=[N:18][C:19]=2[Br:27])[CH:22]=[CH:23][N:24]=1. Given the reactants [CH2:1]([O:8][C:9]([N:11]1[CH2:16][C@H:15]([C:17]2[N:21]3[CH:22]=[CH:23][N:24]=[C:25](Cl)[C:20]3=[C:19]([Br:27])[N:18]=2)[CH2:14][CH2:13][C@H:12]1[CH2:28][O:29][CH3:30])=[O:10])[C:2]1[CH:7]=[CH:6][CH:5]=[CH:4][CH:3]=1.[NH4+:31].[OH-].CC(O)C, predict the reaction product.